Dataset: Full USPTO retrosynthesis dataset with 1.9M reactions from patents (1976-2016). Task: Predict the reactants needed to synthesize the given product. (1) Given the product [C:49]1([CH:38]([C:32]2[CH:33]=[CH:34][CH:35]=[CH:36][CH:37]=2)[N:39]2[CH:44]=[CH:43][CH:42]=[C:41]([C:45]([NH:1][C@H:2]([CH2:7][CH2:8][CH2:9][NH:10][C:11]([NH:13][S:14]([C:17]3[C:18]([CH3:31])=[C:19]4[C:24](=[C:25]([CH3:28])[C:26]=3[CH3:27])[O:23][C:22]([CH3:29])([CH3:30])[CH2:21][CH2:20]4)(=[O:15])=[O:16])=[NH:12])[C:3]([O:5][CH3:6])=[O:4])=[O:46])[C:40]2=[O:48])[CH:50]=[CH:51][CH:52]=[CH:53][CH:54]=1, predict the reactants needed to synthesize it. The reactants are: [NH2:1][C@H:2]([CH2:7][CH2:8][CH2:9][NH:10][C:11]([NH:13][S:14]([C:17]1[C:18]([CH3:31])=[C:19]2[C:24](=[C:25]([CH3:28])[C:26]=1[CH3:27])[O:23][C:22]([CH3:30])([CH3:29])[CH2:21][CH2:20]2)(=[O:16])=[O:15])=[NH:12])[C:3]([O:5][CH3:6])=[O:4].[C:32]1([CH:38]([C:49]2[CH:54]=[CH:53][CH:52]=[CH:51][CH:50]=2)[N:39]2[CH:44]=[CH:43][CH:42]=[C:41]([C:45](O)=[O:46])[C:40]2=[O:48])[CH:37]=[CH:36][CH:35]=[CH:34][CH:33]=1.CN(C(ON1N=NC2C=CC=CC1=2)=[N+](C)C)C.F[P-](F)(F)(F)(F)F.CCN(C(C)C)C(C)C. (2) Given the product [C:1]([O:5][C:6]([NH:8][C@@H:9]([CH2:13][CH2:14][C:15]1[N:19]([CH2:20][C:21]2[CH:26]=[CH:25][C:24]([C:27]([CH3:29])([CH3:28])[CH3:30])=[CH:23][CH:22]=2)[C:18]2[CH:31]=[CH:32][CH:33]=[CH:34][C:17]=2[N:16]=1)[C:10]([NH:77][O:76][C:57]([C:64]1[CH:69]=[CH:68][CH:67]=[CH:66][CH:65]=1)([C:70]1[CH:71]=[CH:72][CH:73]=[CH:74][CH:75]=1)[C:58]1[CH:63]=[CH:62][CH:61]=[CH:60][CH:59]=1)=[O:11])=[O:7])([CH3:2])([CH3:3])[CH3:4], predict the reactants needed to synthesize it. The reactants are: [C:1]([O:5][C:6]([NH:8][C@@H:9]([CH2:13][CH2:14][C:15]1[N:19]([CH2:20][C:21]2[CH:26]=[CH:25][C:24]([C:27]([CH3:30])([CH3:29])[CH3:28])=[CH:23][CH:22]=2)[C:18]2[CH:31]=[CH:32][CH:33]=[CH:34][C:17]=2[N:16]=1)[C:10](O)=[O:11])=[O:7])([CH3:4])([CH3:3])[CH3:2].CCN=C=NCCCN(C)C.Cl.C1C=CC2N(O)N=NC=2C=1.[C:57]([O:76][NH2:77])([C:70]1[CH:75]=[CH:74][CH:73]=[CH:72][CH:71]=1)([C:64]1[CH:69]=[CH:68][CH:67]=[CH:66][CH:65]=1)[C:58]1[CH:63]=[CH:62][CH:61]=[CH:60][CH:59]=1. (3) Given the product [Br:1][C:2]1[CH:3]=[C:4]([CH:8]=[C:9]([Cl:12])[C:10]=1[CH3:11])[C:5]([O:7][CH2:13][CH3:14])=[O:6], predict the reactants needed to synthesize it. The reactants are: [Br:1][C:2]1[CH:3]=[C:4]([CH:8]=[C:9]([Cl:12])[C:10]=1[CH3:11])[C:5]([OH:7])=[O:6].[CH2:13](OC(=O)C1C=CC(Br)=C(C(F)(F)F)C=1)[CH3:14]. (4) The reactants are: [Cl:1][C:2]1[CH:7]=[CH:6][CH:5]=[CH:4][C:3]=1[N:8]1[C:16](=[O:17])[C:15]2[C@@H:14]3[C:18]([CH3:20])([CH3:19])[C@@:11]([CH3:21])([CH2:12][CH2:13]3)[C:10]=2[NH:9]1.Br[CH2:23][CH:24]1[CH2:26][CH2:25]1. Given the product [Cl:1][C:2]1[CH:7]=[CH:6][CH:5]=[CH:4][C:3]=1[N:8]1[C:16](=[O:17])[C:15]2[C@@H:14]3[C:18]([CH3:20])([CH3:19])[C@@:11]([CH3:21])([CH2:12][CH2:13]3)[C:10]=2[N:9]1[CH2:23][CH:24]1[CH2:26][CH2:25]1, predict the reactants needed to synthesize it. (5) Given the product [Cl:34][C:31]1[CH:32]=[CH:33][C:28](/[CH:27]=[N:26]/[NH:25][C:23]([C:12]2[CH:13]=[C:14]([N:17]3[CH2:18][CH2:19][CH2:20][CH2:21][CH2:22]3)[CH:15]=[CH:16][C:11]=2[NH:10][C:8]([C:7]2[CH:6]=[C:5]([CH:41]=[CH:40][CH:39]=2)[CH2:4][N:1]2[CH:48]=[C:47]([CH:43]([OH:42])[C:44]([OH:46])=[O:45])[N:3]=[N:2]2)=[O:9])=[O:24])=[CH:29][C:30]=1[C:35]([F:38])([F:36])[F:37], predict the reactants needed to synthesize it. The reactants are: [N:1]([CH2:4][C:5]1[CH:6]=[C:7]([CH:39]=[CH:40][CH:41]=1)[C:8]([NH:10][C:11]1[CH:16]=[CH:15][C:14]([N:17]2[CH2:22][CH2:21][CH2:20][CH2:19][CH2:18]2)=[CH:13][C:12]=1[C:23]([NH:25]/[N:26]=[CH:27]/[C:28]1[CH:33]=[CH:32][C:31]([Cl:34])=[C:30]([C:35]([F:38])([F:37])[F:36])[CH:29]=1)=[O:24])=[O:9])=[N+:2]=[N-:3].[OH:42][CH:43]([C:47]#[CH:48])[C:44]([OH:46])=[O:45]. (6) Given the product [C:19]([O:23][C:24]([C:25]1[C:26]([O:30][CH2:31][C:32]2[CH:37]=[CH:36][CH:35]=[CH:34][CH:33]=2)=[C:27]([OH:28])[N:18]=[C:16]([CH2:15][C:10]2([C:4]3[CH:5]=[C:6]([Cl:9])[CH:7]=[CH:8][C:3]=3[Cl:2])[CH2:14][CH2:13][CH2:12][CH2:11]2)[N:17]=1)=[O:39])([CH3:22])([CH3:20])[CH3:21], predict the reactants needed to synthesize it. The reactants are: Cl.[Cl:2][C:3]1[CH:8]=[CH:7][C:6]([Cl:9])=[CH:5][C:4]=1[C:10]1([CH2:15][C:16]([NH2:18])=[NH:17])[CH2:14][CH2:13][CH2:12][CH2:11]1.[C:19]([O:23][C:24](=[O:39])/[C:25](/O)=[C:26](\[O:30][CH2:31][C:32]1[CH:37]=[CH:36][CH:35]=[CH:34][CH:33]=1)/[C:27](O)=[O:28])([CH3:22])([CH3:21])[CH3:20].C(OCC)(=O)C. (7) Given the product [CH3:1][C:2]1[N:7]=[C:6]2[S:8][C:9]3[CH2:14][CH2:13][CH2:12][CH2:11][C:10]=3[C:5]2=[C:4]([C:15]2[CH:16]=[CH:17][C:18]([CH3:21])=[CH:19][CH:20]=2)[C:3]=1[CH:22]([CH:27]([CH3:30])[CH2:28][CH3:29])[C:23]([OH:25])=[O:24], predict the reactants needed to synthesize it. The reactants are: [CH3:1][C:2]1[N:7]=[C:6]2[S:8][C:9]3[CH2:14][CH2:13][CH2:12][CH2:11][C:10]=3[C:5]2=[C:4]([C:15]2[CH:20]=[CH:19][C:18]([CH3:21])=[CH:17][CH:16]=2)[C:3]=1[CH:22]([CH:27]([CH3:30])[CH2:28][CH3:29])[C:23]([O:25]C)=[O:24].[OH-].[Na+]. (8) Given the product [CH2:2]([C:5]1[C:9]2[C:10]([N:14]3[CH2:23][CH2:22][C:21]4[C:16](=[CH:17][CH:18]=[CH:19][CH:20]=4)[CH2:15]3)=[N:11][CH:12]=[CH:13][C:8]=2[NH:7][C:6]=1[CH3:24])[CH:3]=[CH2:4], predict the reactants needed to synthesize it. The reactants are: Cl.[CH2:2]([C:5]1[C:9]2[C:10]([N:14]3[CH2:23][CH2:22][C:21]4[C:16](=[CH:17][CH:18]=[CH:19][CH:20]=4)[CH2:15]3)=[N:11][CH:12]=[CH:13][C:8]=2[NH:7][C:6]=1[CH3:24])[CH:3]=[CH2:4].C(=O)(O)[O-].[Na+].